This data is from Reaction yield outcomes from USPTO patents with 853,638 reactions. The task is: Predict the reaction yield, written as a fraction of the theoretical maximum amount of product (1.0 means a 100% yield; for example, 0.34 means a 34% yield). (1) The reactants are CC1C=CC(S([O:11][CH2:12][CH2:13][CH2:14][NH:15][C:16]2[C:17](=[O:33])[N:18]([C:29]([CH3:32])([CH3:31])[CH3:30])[S:19](=[O:28])(=[O:27])[C:20]=2[C:21]2[CH:26]=[CH:25][CH:24]=[CH:23][CH:22]=2)(=O)=O)=CC=1.[C:34]1([CH:41]=[CH:40][CH:39]=[C:37](O)[CH:36]=1)[OH:35].C([O-])([O-])=O.[K+].[K+]. The catalyst is CC#N. The product is [C:29]([N:18]1[C:17](=[O:33])[C:16]([NH:15][CH2:14][CH2:13][CH2:12][O:11][C:37]2[CH:39]=[CH:40][CH:41]=[C:34]([OH:35])[CH:36]=2)=[C:20]([C:21]2[CH:26]=[CH:25][CH:24]=[CH:23][CH:22]=2)[S:19]1(=[O:28])=[O:27])([CH3:31])([CH3:32])[CH3:30]. The yield is 0.410. (2) The reactants are [Cl:1][C:2]1[CH:3]=[C:4]([C:8]#[CH:9])[CH:5]=[CH:6][CH:7]=1.[CH2:10]([O:12][C:13]([N:15]1[CH2:20][CH2:19][NH:18][CH2:17][CH2:16]1)=[O:14])[CH3:11].[S:21]1[CH:25]=[CH:24][C:23]([CH:26]=O)=[CH:22]1. The catalyst is [Au](Br)(Br)Br. The product is [CH2:10]([O:12][C:13]([N:15]1[CH2:16][CH2:17][N:18]([CH:26]([C:23]2[CH:24]=[CH:25][S:21][CH:22]=2)[C:9]#[C:8][C:4]2[CH:5]=[CH:6][CH:7]=[C:2]([Cl:1])[CH:3]=2)[CH2:19][CH2:20]1)=[O:14])[CH3:11]. The yield is 0.220. (3) The reactants are [O:1]=[S:2]1(=[O:15])[CH2:7][CH2:6][CH:5]([C:8]2[CH:13]=[CH:12][C:11]([NH2:14])=[CH:10][CH:9]=2)[CH2:4][CH2:3]1.[Br:16]N1C(=O)CCC1=O.CCOC(C)=O. The catalyst is C(Cl)Cl.CO.C(Cl)Cl. The product is [Br:16][C:12]1[CH:13]=[C:8]([CH:5]2[CH2:6][CH2:7][S:2](=[O:15])(=[O:1])[CH2:3][CH2:4]2)[CH:9]=[CH:10][C:11]=1[NH2:14]. The yield is 0.660. (4) The reactants are [NH:1]1[CH:5]=[C:4]([C:6]2[C:7]3[CH:14]=[CH:13][N:12]([CH2:15][O:16][CH2:17][CH2:18][Si:19]([CH3:22])([CH3:21])[CH3:20])[C:8]=3[N:9]=[CH:10][N:11]=2)[CH:3]=[N:2]1.[CH2:23]([S:25]([N:28]1[CH2:31][C:30](=[CH:32][C:33]#[N:34])[CH2:29]1)(=[O:27])=[O:26])[CH3:24].C1CCN2C(=NCCC2)CC1. The catalyst is C(#N)C. The product is [CH2:23]([S:25]([N:28]1[CH2:29][C:30]([CH2:32][C:33]#[N:34])([N:1]2[CH:5]=[C:4]([C:6]3[C:7]4[CH:14]=[CH:13][N:12]([CH2:15][O:16][CH2:17][CH2:18][Si:19]([CH3:22])([CH3:21])[CH3:20])[C:8]=4[N:9]=[CH:10][N:11]=3)[CH:3]=[N:2]2)[CH2:31]1)(=[O:26])=[O:27])[CH3:24]. The yield is 0.973. (5) The reactants are [Br:1][C:2]1[CH:10]=[C:9]2[C:5]([CH2:6][CH2:7][NH:8]2)=[CH:4][CH:3]=1.Cl[C:12]1[CH:17]=[CH:16][N:15]=[C:14]([NH2:18])[N:13]=1. The catalyst is O1CCOCC1. The product is [Br:1][C:2]1[CH:10]=[C:9]2[C:5]([CH2:6][CH2:7][N:8]2[C:12]2[CH:17]=[CH:16][N:15]=[C:14]([NH2:18])[N:13]=2)=[CH:4][CH:3]=1. The yield is 0.920. (6) The reactants are [OH:1][C:2]1[C:3]([CH3:13])=[C:4]([CH:10]=[CH:11][CH:12]=1)[C:5]([O:7][CH2:8][CH3:9])=[O:6].C(N(CC)C(C)C)(C)C.[CH3:23][S:24](Cl)(=[O:26])=[O:25]. The catalyst is ClCCl.O. The product is [CH3:13][C:3]1[C:2]([O:1][S:24]([CH3:23])(=[O:26])=[O:25])=[CH:12][CH:11]=[CH:10][C:4]=1[C:5]([O:7][CH2:8][CH3:9])=[O:6]. The yield is 0.880.